From a dataset of Reaction yield outcomes from USPTO patents with 853,638 reactions. Predict the reaction yield, written as a fraction of the theoretical maximum amount of product (1.0 means a 100% yield; for example, 0.34 means a 34% yield). The catalyst is C(O)C. The product is [CH3:1][N:2]1[C:10](=[O:11])[C:9]2[N:8]([CH2:12][C:13]3[CH:14]=[C:15]([CH:18]=[CH:19][CH:20]=3)[C:16]([NH2:17])=[O:28])[C:7]([CH2:21][O:22][CH2:23][CH2:24][CH3:25])=[N:6][C:5]=2[N:4]([CH3:26])[C:3]1=[O:27]. The reactants are [CH3:1][N:2]1[C:10](=[O:11])[C:9]2[N:8]([CH2:12][C:13]3[CH:14]=[C:15]([CH:18]=[CH:19][CH:20]=3)[C:16]#[N:17])[C:7]([CH2:21][O:22][CH2:23][CH2:24][CH3:25])=[N:6][C:5]=2[N:4]([CH3:26])[C:3]1=[O:27].[OH-:28].[Na+].OO. The yield is 0.510.